Dataset: Forward reaction prediction with 1.9M reactions from USPTO patents (1976-2016). Task: Predict the product of the given reaction. (1) Given the reactants [S:1]1[CH2:5][C:4](=[O:6])[NH:3][C:2]1=[O:7].C([Li])CCC.Br[CH2:14][CH2:15][O:16][C:17]1[CH:22]=[CH:21][C:20]([F:23])=[CH:19][CH:18]=1.Cl, predict the reaction product. The product is: [F:23][C:20]1[CH:21]=[CH:22][C:17]([O:16][CH2:15][CH2:14][CH:5]2[S:1][C:2](=[O:7])[NH:3][C:4]2=[O:6])=[CH:18][CH:19]=1. (2) Given the reactants [NH2:1][C:2]1[C:3]([OH:12])=[CH:4][C:5]2[C:10]([CH:11]=1)=[CH:9][CH:8]=[CH:7][CH:6]=2.[CH3:13][O:14][C:15]1[CH:23]=[CH:22][C:18]([C:19](O)=O)=[CH:17][C:16]=1[NH2:24], predict the reaction product. The product is: [NH2:24][C:16]1[CH:17]=[C:18]([C:19]2[O:12][C:3]3[CH:4]=[C:5]4[C:10]([CH:9]=[CH:8][CH:7]=[CH:6]4)=[CH:11][C:2]=3[N:1]=2)[CH:22]=[CH:23][C:15]=1[O:14][CH3:13]. (3) Given the reactants [OH-].[Na+].[CH3:3][CH:4]([N:6]1[C:14]2[CH:13]=[C:12]([S:15]([N:18]3[CH2:23][CH2:22][O:21][CH2:20][CH2:19]3)(=[O:17])=[O:16])[CH:11]=[C:10]([C:24]([O:26]C)=[O:25])[C:9]=2[CH:8]=[N:7]1)[CH3:5], predict the reaction product. The product is: [CH3:5][CH:4]([N:6]1[C:14]2[CH:13]=[C:12]([S:15]([N:18]3[CH2:19][CH2:20][O:21][CH2:22][CH2:23]3)(=[O:16])=[O:17])[CH:11]=[C:10]([C:24]([OH:26])=[O:25])[C:9]=2[CH:8]=[N:7]1)[CH3:3]. (4) Given the reactants Br[C:2]1[C:3]2[N:4]([CH:9]=[C:10]([C:12]([O:14][CH2:15][CH3:16])=[O:13])[N:11]=2)[N:5]=[C:6]([Cl:8])[CH:7]=1.CCN(C(C)C)C(C)C.[NH:26]1[CH2:31][CH2:30][O:29][CH2:28][CH2:27]1, predict the reaction product. The product is: [Cl:8][C:6]1[CH:7]=[C:2]([N:26]2[CH2:31][CH2:30][O:29][CH2:28][CH2:27]2)[C:3]2[N:4]([CH:9]=[C:10]([C:12]([O:14][CH2:15][CH3:16])=[O:13])[N:11]=2)[N:5]=1. (5) Given the reactants N#N.Cl[CH2:4][C:5]1[S:9][C:8]([C:10]2([CH3:15])[O:14][CH2:13][CH2:12][O:11]2)=[CH:7][CH:6]=1.[C-:16]#[N:17].[Na+].O, predict the reaction product. The product is: [CH3:15][C:10]1([C:8]2[S:9][C:5]([CH2:4][C:16]#[N:17])=[CH:6][CH:7]=2)[O:14][CH2:13][CH2:12][O:11]1. (6) Given the reactants [NH2:1][C:2]1[CH:3]=[CH:4][C:5]([F:12])=[C:6]([CH:11]=1)[C:7]([O:9][CH3:10])=[O:8].[C:13]1([C:19]#[C:20][C:21]2[CH:28]=[CH:27][C:24]([CH:25]=O)=[CH:23][CH:22]=2)[CH:18]=[CH:17][CH:16]=[CH:15][CH:14]=1.[CH:29](=O)[CH2:30][CH3:31], predict the reaction product. The product is: [F:12][C:5]1[CH:4]=[CH:3][C:2]([N:1]([CH2:25][C:24]2[CH:27]=[CH:28][C:21]([C:20]#[C:19][C:13]3[CH:18]=[CH:17][CH:16]=[CH:15][CH:14]=3)=[CH:22][CH:23]=2)[CH2:29][CH2:30][CH3:31])=[CH:11][C:6]=1[C:7]([O:9][CH3:10])=[O:8].